From a dataset of Catalyst prediction with 721,799 reactions and 888 catalyst types from USPTO. Predict which catalyst facilitates the given reaction. (1) Reactant: [N:1]1[CH:2]=[CH:3][N:4]2[CH:9]=[CH:8][C:7]([NH:10][C:11]3[C:12](=[O:21])[N:13]([CH3:20])[CH:14]=[C:15](B(O)O)[N:16]=3)=[CH:6][C:5]=12.Cl[C:23]1[CH:28]=[CH:27][N:26]=[C:25]([N:29]2[CH2:40][CH2:39][N:38]3[C:31](=[CH:32][C:33]4[CH2:34][C:35]([CH3:42])([CH3:41])[CH2:36][C:37]=43)[C:30]2=[O:43])[C:24]=1[CH:44]=[O:45].C([O-])(=O)C.[K+].C(#N)C. Product: [CH3:41][C:35]1([CH3:42])[CH2:34][C:33]2[CH:32]=[C:31]3[N:38]([CH2:39][CH2:40][N:29]([C:25]4[C:24]([CH:44]=[O:45])=[C:23]([C:15]5[N:16]=[C:11]([NH:10][C:7]6[CH:8]=[CH:9][N:4]7[CH:3]=[CH:2][N:1]=[C:5]7[CH:6]=6)[C:12](=[O:21])[N:13]([CH3:20])[CH:14]=5)[CH:28]=[CH:27][N:26]=4)[C:30]3=[O:43])[C:37]=2[CH2:36]1. The catalyst class is: 263. (2) Reactant: CN(C=O)C.C(Cl)(=O)C(Cl)=O.[F:12][CH:13]([F:25])[CH:14]([C:16]1[N:17]([CH3:24])[CH:18]=[CH:19][C:20](=[O:23])[C:21]=1[OH:22])O. Product: [F:25][CH:13]([F:12])[CH2:14][C:16]1[N:17]([CH3:24])[CH:18]=[CH:19][C:20](=[O:23])[C:21]=1[OH:22]. The catalyst class is: 10. (3) Reactant: [Br:1][C:2]1[N:7]=[C:6]([C@:8]2([CH3:30])[CH2:13][S@:12](=[N:15][CH2:16][CH2:17][CH2:18][OH:19])(=[O:14])[C:11]([CH3:21])([CH3:20])[C:10]([NH:22][C:23](=[O:29])[O:24][C:25]([CH3:28])([CH3:27])[CH3:26])=[N:9]2)[C:5]([F:31])=[C:4]([Si:32]([CH2:37][CH3:38])([CH2:35][CH3:36])[CH2:33][CH3:34])[CH:3]=1.C(N(CC)CC)C.[S:46](Cl)([C:49]1[CH:55]=[CH:54][C:52]([CH3:53])=[CH:51][CH:50]=1)(=[O:48])=[O:47].[Cl-].[NH4+]. Product: [CH3:53][C:52]1[CH:54]=[CH:55][C:49]([S:46]([O:19][CH2:18][CH2:17][CH2:16][N:15]=[S@@:12]2(=[O:14])[C:11]([CH3:20])([CH3:21])[C:10]([NH:22][C:23]([O:24][C:25]([CH3:28])([CH3:26])[CH3:27])=[O:29])=[N:9][C@@:8]([C:6]3[C:5]([F:31])=[C:4]([Si:32]([CH2:37][CH3:38])([CH2:35][CH3:36])[CH2:33][CH3:34])[CH:3]=[C:2]([Br:1])[N:7]=3)([CH3:30])[CH2:13]2)(=[O:48])=[O:47])=[CH:50][CH:51]=1. The catalyst class is: 112. (4) Reactant: C(OC([N:8]1[CH2:13][CH2:12][CH2:11][CH:10]([N:14]2[C:25]3=[C:26]4[C:21](=[CH:22][CH:23]=[CH:24]3)[C:20]([Cl:27])=[N:19][CH:18]=[C:17]4[CH2:16][CH2:15]2)[CH2:9]1)=O)(C)(C)C. Product: [Cl:27][C:20]1[C:21]2[C:26]3[C:17]([CH2:16][CH2:15][N:14]([CH:10]4[CH2:11][CH2:12][CH2:13][NH:8][CH2:9]4)[C:25]=3[CH:24]=[CH:23][CH:22]=2)=[CH:18][N:19]=1.[ClH:27]. The catalyst class is: 89. (5) Reactant: [F:1][C:2]([F:16])([F:15])[C:3]1[CH:10]=[CH:9][CH:8]=[C:7]([C:11]([F:14])([F:13])[F:12])[C:4]=1[CH2:5][Br:6].[C:17]1([P:23]([C:30]2[CH:35]=[CH:34][CH:33]=[CH:32][CH:31]=2)[C:24]2[CH:29]=[CH:28][CH:27]=[CH:26][CH:25]=2)[CH:22]=[CH:21][CH:20]=[CH:19][CH:18]=1. Product: [Br-:6].[F:1][C:2]([F:16])([F:15])[C:3]1[CH:10]=[CH:9][CH:8]=[C:7]([C:11]([F:14])([F:13])[F:12])[C:4]=1[CH2:5][P+:23]([C:24]1[CH:25]=[CH:26][CH:27]=[CH:28][CH:29]=1)([C:30]1[CH:35]=[CH:34][CH:33]=[CH:32][CH:31]=1)[C:17]1[CH:18]=[CH:19][CH:20]=[CH:21][CH:22]=1. The catalyst class is: 11. (6) Reactant: C[Si](C)(C)[C:3]#[C:4][C:5]1[S:6][CH:7]=[CH:8][CH:9]=1.[C:12]1([N:18]=[N+:19]=[N-:20])[CH:17]=[CH:16][CH:15]=[CH:14][CH:13]=1.CN(C)CCN(C)CCN(C)C.CCCC[N+](CCCC)(CCCC)CCCC.[F-]. Product: [C:12]1([N:18]2[CH:3]=[C:4]([C:5]3[S:6][CH:7]=[CH:8][CH:9]=3)[N:20]=[N:19]2)[CH:17]=[CH:16][CH:15]=[CH:14][CH:13]=1. The catalyst class is: 356.